This data is from Forward reaction prediction with 1.9M reactions from USPTO patents (1976-2016). The task is: Predict the product of the given reaction. (1) Given the reactants Br[C:2]1[CH:7]=[CH:6][C:5]([O:8][CH2:9][CH2:10][CH2:11][CH2:12][CH2:13][CH2:14][CH3:15])=[CH:4][CH:3]=1.[CH3:16][N:17]1C(=O)CCC1, predict the reaction product. The product is: [CH2:9]([O:8][C:5]1[CH:6]=[CH:7][C:2]([C:16]#[N:17])=[CH:3][CH:4]=1)[CH2:10][CH2:11][CH2:12][CH2:13][CH2:14][CH3:15]. (2) Given the reactants [CH2:1]([C@H:4]1[CH2:9][C@H:8]([C:10]2[CH:15]=[CH:14][CH:13]=[C:12]([Cl:16])[CH:11]=2)[C@@H:7]([C:17]2[CH:22]=[CH:21][C:20]([Cl:23])=[CH:19][CH:18]=2)[N:6]([C@@H:24]([CH2:30][CH3:31])[C:25](OCC)=[O:26])[C:5]1=[O:32])[CH:2]=[CH2:3].[BH4-].[Li+], predict the reaction product. The product is: [CH2:1]([C@H:4]1[CH2:9][C@H:8]([C:10]2[CH:15]=[CH:14][CH:13]=[C:12]([Cl:16])[CH:11]=2)[C@@H:7]([C:17]2[CH:18]=[CH:19][C:20]([Cl:23])=[CH:21][CH:22]=2)[N:6]([C@@H:24]([CH2:30][CH3:31])[CH2:25][OH:26])[C:5]1=[O:32])[CH:2]=[CH2:3].